From a dataset of Catalyst prediction with 721,799 reactions and 888 catalyst types from USPTO. Predict which catalyst facilitates the given reaction. (1) Reactant: [C:1]([O:4][CH:5]([CH2:7][CH2:8][CH2:9][OH:10])[CH3:6])(=[O:3])[CH3:2].C1(P(C2C=CC=CC=2)C2C=CC=CC=2)C=CC=CC=1.N(C(OCC)=O)=NC([O-])=O.[F:40][C:41]([F:62])([F:61])[C:42]([C:51]1[CH:56]=[CH:55][C:54](O)=[C:53]([CH2:58][CH2:59][CH3:60])[CH:52]=1)([O:47][CH2:48][O:49][CH3:50])[C:43]([F:46])([F:45])[F:44]. Product: [C:1]([O:4][CH:5]([CH2:7][CH2:8][CH2:9][O:10][C:54]1[CH:55]=[CH:56][C:51]([C:42]([O:47][CH2:48][O:49][CH3:50])([C:43]([F:46])([F:45])[F:44])[C:41]([F:40])([F:61])[F:62])=[CH:52][C:53]=1[CH2:58][CH2:59][CH3:60])[CH3:6])(=[O:3])[CH3:2]. The catalyst class is: 7. (2) Reactant: [CH2:1]1[C:5]2([CH2:10][CH2:9][NH:8][CH2:7][CH2:6]2)[CH2:4][CH2:3][N:2]1[C:11]([O:13][C:14]([CH3:17])([CH3:16])[CH3:15])=[O:12].C(N(C(C)C)C(C)C)C.Cl[C:28]1[CH:33]=[CH:32][N:31]=[CH:30][CH:29]=1.C(=O)(O)[O-].[Na+]. Product: [N:31]1[CH:32]=[CH:33][C:28]([N:8]2[CH2:7][CH2:6][C:5]3([CH2:1][N:2]([C:11]([O:13][C:14]([CH3:17])([CH3:16])[CH3:15])=[O:12])[CH2:3][CH2:4]3)[CH2:10][CH2:9]2)=[CH:29][CH:30]=1. The catalyst class is: 41. (3) Reactant: [Cl:1][C:2]1[C:3]([C:26]2[C:34]3[C:29](=[CH:30][CH:31]=[CH:32][CH:33]=3)[N:28]([S:35]([C:38]3[CH:43]=[CH:42][CH:41]=[CH:40][CH:39]=3)(=[O:37])=[O:36])[CH:27]=2)=[N:4][C:5]([NH:8][C:9]2[CH:10]=[C:11]([NH2:25])[C:12]([NH:15][CH2:16][C:17]3[CH:22]=[CH:21][C:20]([O:23][CH3:24])=[CH:19][CH:18]=3)=[CH:13][CH:14]=2)=[N:6][CH:7]=1.[C:44]([NH:47][C:48]1[CH:55]=[CH:54][C:51]([CH:52]=O)=[CH:50][CH:49]=1)(=[O:46])[CH3:45].OOS([O-])=O.[K+]. Product: [Cl:1][C:2]1[C:3]([C:26]2[C:34]3[C:29](=[CH:30][CH:31]=[CH:32][CH:33]=3)[N:28]([S:35]([C:38]3[CH:39]=[CH:40][CH:41]=[CH:42][CH:43]=3)(=[O:37])=[O:36])[CH:27]=2)=[N:4][C:5]([NH:8][C:9]2[CH:14]=[CH:13][C:12]3[N:15]([CH2:16][C:17]4[CH:18]=[CH:19][C:20]([O:23][CH3:24])=[CH:21][CH:22]=4)[C:52]([C:51]4[CH:50]=[CH:49][C:48]([NH:47][C:44](=[O:46])[CH3:45])=[CH:55][CH:54]=4)=[N:25][C:11]=3[CH:10]=2)=[N:6][CH:7]=1. The catalyst class is: 303. (4) The catalyst class is: 2. Product: [CH2:1]([NH:3][C:4]1[C:9]([C:10]([F:24])=[O:11])=[CH:8][N:7]=[C:6]([S:13][CH3:14])[N:5]=1)[CH3:2]. Reactant: [CH2:1]([NH:3][C:4]1[C:9]([C:10](O)=[O:11])=[CH:8][N:7]=[C:6]([S:13][CH3:14])[N:5]=1)[CH3:2].C(N(CC)CC)C.N1C(F)=NC(F)=NC=1[F:24]. (5) Reactant: [NH2:1][C:2]1[CH:3]=[CH:4][C:5]2[CH2:9][O:8][B:7]([OH:10])[C:6]=2[CH:11]=1.CN1CCOCC1.[CH3:19][O:20][CH2:21][CH2:22][C:23]1[CH:28]=[C:27]([N+:29]([O-:31])=[O:30])[CH:26]=[CH:25][C:24]=1[S:32](Cl)(=[O:34])=[O:33]. Product: [OH:10][B:7]1[C:6]2[CH:11]=[C:2]([NH:1][S:32]([C:24]3[CH:25]=[CH:26][C:27]([N+:29]([O-:31])=[O:30])=[CH:28][C:23]=3[CH2:22][CH2:21][O:20][CH3:19])(=[O:33])=[O:34])[CH:3]=[CH:4][C:5]=2[CH2:9][O:8]1. The catalyst class is: 23. (6) Reactant: C[O:2][C:3](=O)[CH2:4][C:5]([NH:7][C:8]1[CH:13]=[CH:12][C:11]([CH:14]=[CH:15][C:16]2[CH:21]=[CH:20][C:19]([F:22])=[CH:18][CH:17]=2)=[CH:10][CH:9]=1)=[O:6].[NH3:24]. Product: [F:22][C:19]1[CH:20]=[CH:21][C:16]([CH:15]=[CH:14][C:11]2[CH:12]=[CH:13][C:8]([NH:7][C:5](=[O:6])[CH2:4][C:3]([NH2:24])=[O:2])=[CH:9][CH:10]=2)=[CH:17][CH:18]=1. The catalyst class is: 5. (7) Reactant: [Cl:1][C:2]1[CH:3]=[C:4]([N+:23]([O-])=O)[CH:5]=[CH:6][C:7]=1[O:8][C:9]1[CH:14]=[CH:13][C:12]([CH2:15][CH2:16][CH2:17][N:18]2[CH:22]=[CH:21][N:20]=[CH:19]2)=[CH:11][CH:10]=1. Product: [Cl:1][C:2]1[CH:3]=[C:4]([CH:5]=[CH:6][C:7]=1[O:8][C:9]1[CH:10]=[CH:11][C:12]([CH2:15][CH2:16][CH2:17][N:18]2[CH:22]=[CH:21][N:20]=[CH:19]2)=[CH:13][CH:14]=1)[NH2:23]. The catalyst class is: 465. (8) Reactant: [CH3:1][O:2][C:3]1[CH:8]=[CH:7][C:6]([C:9]2[CH:10]=[CH:11][N:12]3[C:17]([C:18]=2[CH3:19])=[C:16]([CH:20]2[CH2:22][CH2:21]2)[CH:15]=[C:14]([C:23]([O:25]CC)=[O:24])[C:13]3=[O:28])=[CH:5][CH:4]=1.[Li+].[OH-].Cl.C(OCC)(=O)C. Product: [CH3:1][O:2][C:3]1[CH:4]=[CH:5][C:6]([C:9]2[CH:10]=[CH:11][N:12]3[C:17]([C:18]=2[CH3:19])=[C:16]([CH:20]2[CH2:21][CH2:22]2)[CH:15]=[C:14]([C:23]([OH:25])=[O:24])[C:13]3=[O:28])=[CH:7][CH:8]=1. The catalyst class is: 20. (9) Reactant: [CH2:1]([NH:8][C:9]1[N:13]([CH2:14][C:15]2[CH:20]=[CH:19][C:18]([O:21][CH3:22])=[CH:17][CH:16]=2)[N:12]=[CH:11][C:10]=1[C:23]([N:25]([O:27][CH3:28])[CH3:26])=[O:24])[C:2]1[CH:7]=[CH:6][CH:5]=[CH:4][CH:3]=1.[H-].[Na+].Br[CH2:32][CH:33]=[CH2:34].O. Product: [CH2:34]([N:8]([CH2:1][C:2]1[CH:7]=[CH:6][CH:5]=[CH:4][CH:3]=1)[C:9]1[N:13]([CH2:14][C:15]2[CH:16]=[CH:17][C:18]([O:21][CH3:22])=[CH:19][CH:20]=2)[N:12]=[CH:11][C:10]=1[C:23]([N:25]([O:27][CH3:28])[CH3:26])=[O:24])[CH:33]=[CH2:32]. The catalyst class is: 198.